This data is from Forward reaction prediction with 1.9M reactions from USPTO patents (1976-2016). The task is: Predict the product of the given reaction. (1) Given the reactants [OH:1][CH2:2][CH2:3][O:4][C:5]1[CH:10]=[CH:9][C:8]([CH:11]2[CH2:16][CH2:15][N:14]([C:17]([O:19][C:20]([CH3:23])([CH3:22])[CH3:21])=[O:18])[CH2:13][CH:12]2[O:24][CH2:25][C:26]2[CH:35]=[C:34]([O:36][CH2:37][O:38][CH2:39][CH2:40][Si:41]([CH3:44])([CH3:43])[CH3:42])[C:33]3[C:28](=[CH:29][CH:30]=[CH:31][CH:32]=3)[CH:27]=2)=[CH:7][CH:6]=1.[Cl:45][CH2:46][C:47]1[CH:55]=[CH:54][CH:53]=[CH:52][C:48]=1[C:49](Cl)=[O:50], predict the reaction product. The product is: [Cl:45][CH2:46][C:47]1[CH:55]=[CH:54][CH:53]=[CH:52][C:48]=1[C:49]([O:1][CH2:2][CH2:3][O:4][C:5]1[CH:6]=[CH:7][C:8]([CH:11]2[CH2:16][CH2:15][N:14]([C:17]([O:19][C:20]([CH3:23])([CH3:22])[CH3:21])=[O:18])[CH2:13][CH:12]2[O:24][CH2:25][C:26]2[CH:35]=[C:34]([O:36][CH2:37][O:38][CH2:39][CH2:40][Si:41]([CH3:44])([CH3:43])[CH3:42])[C:33]3[C:28](=[CH:29][CH:30]=[CH:31][CH:32]=3)[CH:27]=2)=[CH:9][CH:10]=1)=[O:50]. (2) Given the reactants [F:1][C:2]1[CH:7]=[CH:6][C:5]([C:8]2[CH:9]=[C:10]([OH:23])[C:11](=[O:22])[NH:12][C:13]=2[C:14]2[CH:19]=[CH:18][C:17]([C:20]#[N:21])=[CH:16][CH:15]=2)=[CH:4][CH:3]=1.CN(C=O)C.[N-:29]=[N+:30]=[N-:31].[Na+], predict the reaction product. The product is: [F:1][C:2]1[CH:3]=[CH:4][C:5]([C:8]2[CH:9]=[C:10]([OH:23])[C:11](=[O:22])[NH:12][C:13]=2[C:14]2[CH:19]=[CH:18][C:17]([C:20]3[NH:31][N:30]=[N:29][N:21]=3)=[CH:16][CH:15]=2)=[CH:6][CH:7]=1. (3) The product is: [NH2:24][C:17]1[CH:18]=[C:19]([F:23])[C:20]([F:22])=[CH:21][C:16]=1[S:13]([NH:12][C:9]1[CH:10]=[CH:11][C:2]([Cl:1])=[C:3]2[C:8]=1[N:7]=[CH:6][CH:5]=[CH:4]2)(=[O:14])=[O:15]. Given the reactants [Cl:1][C:2]1[CH:11]=[CH:10][C:9]([NH:12][S:13]([C:16]2[CH:21]=[C:20]([F:22])[C:19]([F:23])=[CH:18][C:17]=2[N+:24]([O-])=O)(=[O:15])=[O:14])=[C:8]2[C:3]=1[CH:4]=[CH:5][CH:6]=[N:7]2.Cl[Sn]Cl, predict the reaction product. (4) Given the reactants [Cl:1][C:2]1[CH:3]=[C:4]([CH:8]=[CH:9][C:10]=1[O:11][C:12]1[CH:17]=[CH:16][CH:15]=[C:14]([C:18]2[CH:23]=[CH:22][N:21]=[N:20][CH:19]=2)[C:13]=1[C:24]#[N:25])[C:5](O)=[O:6].Cl.C(N=C=NCCCN(C)C)C.ON1C2C=CC=CC=2N=N1.[NH2:48][CH2:49][C:50]1[C:51](=[O:58])[NH:52][C:53]([CH3:57])=[CH:54][C:55]=1[CH3:56], predict the reaction product. The product is: [Cl:1][C:2]1[CH:3]=[C:4]([CH:8]=[CH:9][C:10]=1[O:11][C:12]1[CH:17]=[CH:16][CH:15]=[C:14]([C:18]2[CH:23]=[CH:22][N:21]=[N:20][CH:19]=2)[C:13]=1[C:24]#[N:25])[C:5]([NH:48][CH2:49][C:50]1[C:51](=[O:58])[NH:52][C:53]([CH3:57])=[CH:54][C:55]=1[CH3:56])=[O:6]. (5) Given the reactants [Cl:1][C:2]1[CH:7]=[CH:6][C:5]([S:8]([N:11]2[CH:20]([CH2:21][CH3:22])[CH2:19][C:14]3([O:18][CH2:17][CH2:16][O:15]3)[CH2:13][CH:12]2[CH2:23][OH:24])(=[O:10])=[O:9])=[CH:4][CH:3]=1.C(N(CC)CC)C.N#N.[CH3:34][N:35]([CH3:39])[C:36](Cl)=[O:37], predict the reaction product. The product is: [CH3:34][N:35]([CH3:39])[C:36](=[O:37])[O:24][CH2:23][CH:12]1[N:11]([S:8]([C:5]2[CH:6]=[CH:7][C:2]([Cl:1])=[CH:3][CH:4]=2)(=[O:10])=[O:9])[CH:20]([CH2:21][CH3:22])[CH2:19][C:14]2([O:18][CH2:17][CH2:16][O:15]2)[CH2:13]1.